This data is from Catalyst prediction with 721,799 reactions and 888 catalyst types from USPTO. The task is: Predict which catalyst facilitates the given reaction. (1) Reactant: [CH3:1][O:2][C:3]1[N:8]=[CH:7][C:6]([NH2:9])=[CH:5][CH:4]=1.C[Si]([N-][Si](C)(C)C)(C)C.[Li+].[CH:20]1([CH2:23][C:24]2[C:29]([C:30]3[CH:35]=[CH:34][N:33]=[C:32](S(C)=O)[N:31]=3)=[CH:28][N:27]=[C:26]([NH:39][CH3:40])[N:25]=2)[CH2:22][CH2:21]1. Product: [CH:20]1([CH2:23][C:24]2[C:29]([C:30]3[CH:35]=[CH:34][N:33]=[C:32]([NH:9][C:6]4[CH:7]=[N:8][C:3]([O:2][CH3:1])=[CH:4][CH:5]=4)[N:31]=3)=[CH:28][N:27]=[C:26]([NH:39][CH3:40])[N:25]=2)[CH2:21][CH2:22]1. The catalyst class is: 1. (2) Reactant: [F:1][C:2]1[CH:3]=[C:4]([CH:20]=[CH:21][C:22]=1[NH:23][C:24]([NH:26][C:27]1[CH:32]=[C:31]([CH3:33])[CH:30]=[CH:29][C:28]=1[F:34])=[O:25])[O:5][C:6]1[CH:11]=[CH:10][N:9]=[C:8]([C:12]2[NH:16][CH:15]=[C:14]([C:17](O)=[O:18])[CH:13]=2)[CH:7]=1.CN(C(ON1N=NC2C=CC=NC1=2)=[N+](C)C)C.F[P-](F)(F)(F)(F)F.C(N(CC)C(C)C)(C)C.Cl.[CH3:69][O:70][C:71](=[O:75])[CH2:72][CH2:73][NH2:74].Cl. Product: [F:1][C:2]1[CH:3]=[C:4]([CH:20]=[CH:21][C:22]=1[NH:23][C:24]([NH:26][C:27]1[CH:32]=[C:31]([CH3:33])[CH:30]=[CH:29][C:28]=1[F:34])=[O:25])[O:5][C:6]1[CH:11]=[CH:10][N:9]=[C:8]([C:12]2[NH:16][CH:15]=[C:14]([C:17]([NH:74][CH2:73][CH2:72][C:71]([O:70][CH3:69])=[O:75])=[O:18])[CH:13]=2)[CH:7]=1. The catalyst class is: 18. (3) Reactant: CC1C=CC(S([O-])(=O)=O)=CC=1.[NH2:12][C:13]([C:15]1[C:23]2[C:19](=[CH:20][N:21]([C:24]3[CH:29]=[CH:28][C:27]([C@@H:30]4[CH2:35][CH2:34][CH2:33][NH2+:32][CH2:31]4)=[CH:26][CH:25]=3)[N:22]=2)[CH:18]=[CH:17][CH:16]=1)=[O:14].[C:36]([OH:43])(=[O:42])/[CH:37]=[CH:38]/[C:39]([OH:41])=[O:40]. Product: [C:36]([O-:43])(=[O:42])/[CH:37]=[CH:38]/[C:39]([O-:41])=[O:40].[NH2:12][C:13]([C:15]1[C:23]2[C:19](=[CH:20][N:21]([C:24]3[CH:29]=[CH:28][C:27]([C@@H:30]4[CH2:35][CH2:34][CH2:33][NH2+:32][CH2:31]4)=[CH:26][CH:25]=3)[N:22]=2)[CH:18]=[CH:17][CH:16]=1)=[O:14].[NH2:12][C:13]([C:15]1[C:23]2[C:19](=[CH:20][N:21]([C:24]3[CH:29]=[CH:28][C:27]([C@@H:30]4[CH2:35][CH2:34][CH2:33][NH2+:32][CH2:31]4)=[CH:26][CH:25]=3)[N:22]=2)[CH:18]=[CH:17][CH:16]=1)=[O:14]. The catalyst class is: 8. (4) Reactant: [Li+].[BH4-].[Br:3][C:4]1[C:13]([Cl:14])=[CH:12][C:11]([N:15]([C:20]2[C:39]([CH:40]3[CH2:42][CH2:41]3)=[CH:38][C:23]3[C:24]([C:34](=[O:37])[NH:35][CH3:36])=[C:25]([C:27]4[CH:32]=[CH:31][C:30]([F:33])=[CH:29][CH:28]=4)[O:26][C:22]=3[CH:21]=2)[S:16]([CH3:19])(=[O:18])=[O:17])=[CH:10][C:5]=1[C:6](OC)=[O:7].CCN(C(C)C)C(C)C.[CH2:52](Cl)[O:53][CH3:54].C([O-])(O)=O.[Na+]. Product: [Br:3][C:4]1[C:5]([CH2:6][O:7][CH2:52][O:53][CH3:54])=[CH:10][C:11]([N:15]([C:20]2[C:39]([CH:40]3[CH2:42][CH2:41]3)=[CH:38][C:23]3[C:24]([C:34]([NH:35][CH3:36])=[O:37])=[C:25]([C:27]4[CH:28]=[CH:29][C:30]([F:33])=[CH:31][CH:32]=4)[O:26][C:22]=3[CH:21]=2)[S:16]([CH3:19])(=[O:18])=[O:17])=[CH:12][C:13]=1[Cl:14]. The catalyst class is: 83. (5) The catalyst class is: 1. Reactant: [Cl:1][C:2]1[C:7]2[N:8]=[C:9]([CH3:11])[S:10][C:6]=2[CH:5]=[CH:4][C:3]=1[NH2:12].[C:13]1([C:22]2[CH:27]=[CH:26][CH:25]=[CH:24][CH:23]=2)[CH:18]=[CH:17][C:16]([C:19](Cl)=[O:20])=[CH:15][CH:14]=1.C(N(CC)CC)C. Product: [Cl:1][C:2]1[C:7]2[N:8]=[C:9]([CH3:11])[S:10][C:6]=2[CH:5]=[CH:4][C:3]=1[NH:12][C:19]([C:16]1[CH:17]=[CH:18][C:13]([C:22]2[CH:23]=[CH:24][CH:25]=[CH:26][CH:27]=2)=[CH:14][CH:15]=1)=[O:20].